This data is from TCR-epitope binding with 47,182 pairs between 192 epitopes and 23,139 TCRs. The task is: Binary Classification. Given a T-cell receptor sequence (or CDR3 region) and an epitope sequence, predict whether binding occurs between them. Result: 1 (the TCR binds to the epitope). The epitope is LLMPILTLT. The TCR CDR3 sequence is CASSQDSRGRGYNEQFF.